Dataset: Reaction yield outcomes from USPTO patents with 853,638 reactions. Task: Predict the reaction yield, written as a fraction of the theoretical maximum amount of product (1.0 means a 100% yield; for example, 0.34 means a 34% yield). (1) The reactants are [CH:1]1([NH:4][C:5](=[O:17])[C:6]2[CH:11]=[CH:10][C:9]([CH3:12])=[C:8]([NH:13][C:14]([NH2:16])=[S:15])[CH:7]=2)[CH2:3][CH2:2]1.Br[CH2:19][C:20]([C:22]1[CH:27]=[CH:26][CH:25]=[CH:24][CH:23]=1)=O. The catalyst is C(O)C. The product is [CH:1]1([NH:4][C:5](=[O:17])[C:6]2[CH:11]=[CH:10][C:9]([CH3:12])=[C:8]([NH:13][C:14]3[S:15][CH:19]=[C:20]([C:22]4[CH:27]=[CH:26][CH:25]=[CH:24][CH:23]=4)[N:16]=3)[CH:7]=2)[CH2:3][CH2:2]1. The yield is 0.940. (2) The reactants are [C:1]([O:5][C:6]([N:8]1[CH2:13][CH2:12][C:11]2[N:14]([CH3:30])[C:15]([C:17]3[C:22]([C:23]#[C:24][Si](C)(C)C)=[CH:21][N:20]=[C:19]([NH2:29])[N:18]=3)=[CH:16][C:10]=2[C:9]1=[O:31])=[O:7])([CH3:4])([CH3:3])[CH3:2].C([O-])([O-])=O.[K+].[K+]. The catalyst is CO. The product is [C:1]([O:5][C:6]([N:8]1[CH2:13][CH2:12][C:11]2[N:14]([CH3:30])[C:15]([C:17]3[C:22]([C:23]#[CH:24])=[CH:21][N:20]=[C:19]([NH2:29])[N:18]=3)=[CH:16][C:10]=2[C:9]1=[O:31])=[O:7])([CH3:4])([CH3:3])[CH3:2]. The yield is 0.910. (3) The yield is 0.940. The catalyst is CO. The reactants are [CH3:1][C:2]1[CH:7]=[CH:6][C:5]([C:8](=[O:10])[CH3:9])=[CH:4][CH:3]=1.C[O-].[Na+].[F:14][C:15]([F:22])([F:21])[C:16](OCC)=[O:17]. The product is [CH3:1][C:2]1[CH:7]=[CH:6][C:5]([C:8](=[O:10])[CH2:9][C:16](=[O:17])[C:15]([F:22])([F:21])[F:14])=[CH:4][CH:3]=1. (4) The reactants are [Cl:1][C:2]1[C:10]([Cl:11])=[C:9]([F:12])[CH:8]=[CH:7][C:3]=1C(O)=O.C([N:15]([CH2:18]C)CC)C.C1(P(N=[N+]=[N-])(C2C=CC=CC=2)=[O:27])C=CC=CC=1.[C:37]([OH:41])([CH3:40])([CH3:39])[CH3:38]. No catalyst specified. The yield is 0.850. The product is [C:37]([O:41][C:18](=[O:27])[NH:15][C:3]1[CH:7]=[CH:8][C:9]([F:12])=[C:10]([Cl:11])[C:2]=1[Cl:1])([CH3:40])([CH3:39])[CH3:38]. (5) The reactants are C[O:2][C:3]([C:5]1[S:9][C:8]2[CH:10]=[C:11]([Cl:14])[CH:12]=[CH:13][C:7]=2[C:6]=1[O:15][CH2:16][CH2:17][CH2:18][C:19]#[N:20])=[O:4].[OH-].[Li+].O.[Cl-].[NH4+]. The catalyst is O1CCCC1.CO. The product is [Cl:14][C:11]1[CH:12]=[CH:13][C:7]2[C:6]([O:15][CH2:16][CH2:17][CH2:18][C:19]#[N:20])=[C:5]([C:3]([OH:4])=[O:2])[S:9][C:8]=2[CH:10]=1. The yield is 0.920. (6) The reactants are F[C:2]1[CH:17]=[C:16]([C:18]([F:21])([F:20])[F:19])[CH:15]=[CH:14][C:3]=1[C:4]([NH:6][C:7]1[CH:12]=[CH:11][NH:10][C:9](=[O:13])[CH:8]=1)=[O:5].[F:22][C:23]1[CH:28]=[CH:27][C:26]([OH:29])=[C:25]([CH2:30][OH:31])[CH:24]=1.C(=O)([O-])[O-].[Cs+].[Cs+]. The catalyst is CN1CCCC1=O. The product is [F:22][C:23]1[CH:28]=[CH:27][C:26]([OH:29])=[C:25]([CH:24]=1)[CH2:30][O:31][C:2]1[CH:17]=[C:16]([C:18]([F:21])([F:20])[F:19])[CH:15]=[CH:14][C:3]=1[C:4]([NH:6][C:7]1[CH:12]=[CH:11][NH:10][C:9](=[O:13])[CH:8]=1)=[O:5]. The yield is 0.0300. (7) The reactants are [N:1]1([C:7]2[CH:16]=[C:15]3[C:10]([CH2:11][NH:12][C:13](=[O:17])[NH:14]3)=[CH:9][CH:8]=2)[CH2:6][CH2:5][NH:4][CH2:3][CH2:2]1.[C:18]1([C:26]2[CH:31]=[CH:30][CH:29]=[CH:28][CH:27]=2)[CH:23]=[CH:22][C:21]([CH:24]=O)=[CH:20][CH:19]=1.CCN(CC)CC.[BH-](OC(C)=O)(OC(C)=O)OC(C)=O.[Na+].C([O-])(O)=O.[Na+]. The catalyst is CS(C)=O.C(OCC)(=O)C. The product is [C:18]1([C:26]2[CH:27]=[CH:28][CH:29]=[CH:30][CH:31]=2)[CH:19]=[CH:20][C:21]([CH2:24][N:4]2[CH2:5][CH2:6][N:1]([C:7]3[CH:16]=[C:15]4[C:10]([CH2:11][NH:12][C:13](=[O:17])[NH:14]4)=[CH:9][CH:8]=3)[CH2:2][CH2:3]2)=[CH:22][CH:23]=1. The yield is 0.580.